This data is from Experimentally validated miRNA-target interactions with 360,000+ pairs, plus equal number of negative samples. The task is: Binary Classification. Given a miRNA mature sequence and a target amino acid sequence, predict their likelihood of interaction. (1) The miRNA is hsa-miR-6722-3p with sequence UGCAGGGGUCGGGUGGGCCAGG. The protein sequence of the target gene is MAASGESGTSGGGGSTEEAFMTFYSEVKQIEKRDSVLTSKNQIERLTRPGSSYFNLNPFEVLQIDPEVTDEEIKKRFRQLSILVHPDKNQDDADRAQKAFEAVDKAYKLLLDQEQKKRALDVIQAGKEYVEHTVKERKKQLKKEGKPTIVEEDDPELFKQAVYKQTMKLFAELEIKRKEREAKEMHERKRQREEEIEAQEKAKREREWQKNFEESRDGRVDSWRNFQANTKGKKEKKNRTFLRPPKVKMEQRE. Result: 1 (interaction). (2) The miRNA is hsa-miR-146a-5p with sequence UGAGAACUGAAUUCCAUGGGUU. The protein sequence of the target gene is MNTRNRVVNSGLGASPASRPTRDPQDPSGRQGELSPVEDQREGLEAAPKGPSRESVVHAGQRRTSAYTLIAPNINRRNEIQRIAEQELANLEKWKEQNRAKPVHLVPRRLGGSQSETEVRQKQQLQLMQSKYKQKLKREESVRIKKEAEEAELQKMKAIQREKSNKLEEKKRLQENLRREAFREHQQYKTAEFLSKLNTESPDRSACQSAVCGPQSSTWKLPILPRDHSWARSWAYRDSLKAEENRKLQKMKDEQHQKSELLELKRQQQEQERAKIHQTEHRRVNNAFLDRLQGKSQPGG.... Result: 1 (interaction). (3) Result: 0 (no interaction). The miRNA is mmu-miR-326-5p with sequence GGGGGCAGGGCCUUUGUGAAGGCG. The protein sequence of the target gene is MRAARRGLHCAGAERPRRRGRLWDSSGVPQRQKRPGPWRTQTQEQMSRDVCIHTWPCTYYLEPKRRWVTGQLSLTSLSLRFMTDSTGEILVSFPLSSIVEIKKEASHFIFSSITILEKGHAKHWFSSLRPSRNVVFSIIEHFWRELLLSQPGAVADASVPRTRGEELTGLMAGSQKRLEDTARVLHHQGQQLDSVMRGLDKMESDLEVADRLLTELESPAWWPFSSKLWKTPPETKPREDVSMTSCEPFGKEGILIKIPAVISHRTESHVKPGRLTVLVSGLEIHDSSSLLMHRFEREDV.... (4) The miRNA is hsa-miR-211-5p with sequence UUCCCUUUGUCAUCCUUCGCCU. The protein sequence of the target gene is MYTSHEDIGYDLEDDRKAKNKKTLKPHPDIDGGWAWMMVLSSFFVHILIMGSQMALGVLNVEWLEEFHQSRGLTAWVSSLSMGITLIVGPFIGLFINTCGCRQTAIIGGLVNSLGWVLSAYAANVQSLFITFGVAAGLGSGMAYLPAVVMVGRYFQKRRALAQGLSTTGTGFGTFLMTVLLKYLCAEYGWRNAMFIQGALSLNLCVCGALMRPLSPEKLENCPEAEEPCALPAYSTESVKSGGPLGMAEEQDRRPGNEEMVCDLQTQECQGQTHPRKNVCAFRVLKTVSQLTVQVRRGFR.... Result: 0 (no interaction).